From a dataset of Reaction yield outcomes from USPTO patents with 853,638 reactions. Predict the reaction yield, written as a fraction of the theoretical maximum amount of product (1.0 means a 100% yield; for example, 0.34 means a 34% yield). (1) The reactants are [N:1]1([C:7]2[N:12]=[C:11]([N:13]3[CH:18]4[CH2:19][CH2:20][CH:14]3[CH2:15][O:16][CH2:17]4)[N:10]=[C:9]([C:21]3[CH:27]=[CH:26][C:24]([NH2:25])=[CH:23][CH:22]=3)[N:8]=2)[CH2:6][CH2:5][O:4][CH2:3][CH2:2]1.ClC(Cl)(O[C:32](=[O:38])OC(Cl)(Cl)Cl)Cl.[NH2:40][C:41]1[CH:48]=[CH:47][C:44]([C:45]#[N:46])=[CH:43][CH:42]=1. No catalyst specified. The product is [C:45]([C:44]1[CH:47]=[CH:48][C:41]([NH:40][C:32]([NH:25][C:24]2[CH:26]=[CH:27][C:21]([C:9]3[N:8]=[C:7]([N:1]4[CH2:2][CH2:3][O:4][CH2:5][CH2:6]4)[N:12]=[C:11]([N:13]4[CH:14]5[CH2:20][CH2:19][CH:18]4[CH2:17][O:16][CH2:15]5)[N:10]=3)=[CH:22][CH:23]=2)=[O:38])=[CH:42][CH:43]=1)#[N:46]. The yield is 0.460. (2) The reactants are C(OC([NH:8][C:9]1[S:13][C:12]([C:14]2[C:19]([F:20])=[CH:18][CH:17]=[CH:16][C:15]=2[F:21])=[N:11][C:10]=1[C:22]([NH:24][C:25]1[CH:26]=[N:27][N:28]([CH2:44][C:45]([F:48])([F:47])[F:46])[C:29]=1[N:30]1[CH2:35][CH2:34][N:33](C(OC(C)(C)C)=O)[C@H:32]([CH3:43])[CH2:31]1)=[O:23])=O)(C)(C)C.N. The catalyst is Cl.CO.CO. The product is [NH2:8][C:9]1[S:13][C:12]([C:14]2[C:15]([F:21])=[CH:16][CH:17]=[CH:18][C:19]=2[F:20])=[N:11][C:10]=1[C:22]([NH:24][C:25]1[CH:26]=[N:27][N:28]([CH2:44][C:45]([F:47])([F:48])[F:46])[C:29]=1[N:30]1[CH2:35][CH2:34][NH:33][C@H:32]([CH3:43])[CH2:31]1)=[O:23]. The yield is 0.560. (3) The reactants are [NH:1]1[CH:5]=[C:4]([C:6]([O:8][CH2:9][CH3:10])=[O:7])[CH:3]=[N:2]1.[CH:11]1(B(O)O)[CH2:13][CH2:12]1.C(=O)([O-])[O-].[Na+].[Na+].N1C=CC=CC=1C1C=CC=CN=1.C([O-])(O)=O.[Na+]. The catalyst is ClCCCl.C([O-])(=O)C.[Cu+2].C([O-])(=O)C. The product is [CH:11]1([N:1]2[CH:5]=[C:4]([C:6]([O:8][CH2:9][CH3:10])=[O:7])[CH:3]=[N:2]2)[CH2:13][CH2:12]1. The yield is 0.720.